Dataset: Catalyst prediction with 721,799 reactions and 888 catalyst types from USPTO. Task: Predict which catalyst facilitates the given reaction. (1) Reactant: [Cl:1][C:2]1[CH:7]=[C:6]([F:8])[C:5]([N+:9]([O-])=O)=[CH:4][C:3]=1[CH2:12][C:13]([O:15][CH2:16][CH3:17])=[O:14]. Product: [NH2:9][C:5]1[C:6]([F:8])=[CH:7][C:2]([Cl:1])=[C:3]([CH2:12][C:13]([O:15][CH2:16][CH3:17])=[O:14])[CH:4]=1. The catalyst class is: 171. (2) Reactant: [CH2:1]([N:3]1[C:8]2=[CH:9][C:10]3[CH2:16][CH2:15][N:14]([C:17]([O:19][C:20]([CH3:23])([CH3:22])[CH3:21])=[O:18])[CH2:13][CH2:12][C:11]=3[CH:24]=[C:7]2[O:6][CH2:5][CH2:4]1)[CH3:2].C(=O)([O-])O.[Na+].[Br:30]Br.S([O-])([O-])(=O)=S.[Na+].[Na+]. Product: [Br:30][C:9]1[C:10]2[CH2:16][CH2:15][N:14]([C:17]([O:19][C:20]([CH3:23])([CH3:22])[CH3:21])=[O:18])[CH2:13][CH2:12][C:11]=2[CH:24]=[C:7]2[O:6][CH2:5][CH2:4][N:3]([CH2:1][CH3:2])[C:8]=12. The catalyst class is: 68. (3) Reactant: [CH:1]([N:4]1[CH:8]=[N:7][N:6]=[C:5]1[C:9]1[S:10][C:11]2[CH2:12][CH2:13][O:14][C:15]3[CH:22]=[C:21]([CH2:23][OH:24])[CH:20]=[CH:19][C:16]=3[C:17]=2[N:18]=1)([CH3:3])[CH3:2].CC(OI1(OC(C)=O)(OC(C)=O)OC(=O)C2C=CC=CC1=2)=O. Product: [CH:1]([N:4]1[CH:8]=[N:7][N:6]=[C:5]1[C:9]1[S:10][C:11]2[CH2:12][CH2:13][O:14][C:15]3[CH:22]=[C:21]([CH:23]=[O:24])[CH:20]=[CH:19][C:16]=3[C:17]=2[N:18]=1)([CH3:3])[CH3:2]. The catalyst class is: 2. (4) Reactant: [S:2]([C:3]1[C:4]([NH2:22])=[C:5]([F:21])[C:6]([NH:13][C:14]2[CH:19]=[CH:18][CH:17]=[CH:16][C:15]=2[Cl:20])=[C:7]([CH:12]=1)[C:8]([O:10][CH3:11])=[O:9])[S:2][C:3]1[C:4]([NH2:22])=[C:5]([F:21])[C:6]([NH:13][C:14]2[CH:19]=[CH:18][CH:17]=[CH:16][C:15]=2[Cl:20])=[C:7]([CH:12]=1)[C:8]([O:10][CH3:11])=[O:9].[BH4-].[Na+]. Product: [NH2:22][C:4]1[C:3]([SH:2])=[CH:12][C:7]([C:8]([O:10][CH3:11])=[O:9])=[C:6]([NH:13][C:14]2[CH:19]=[CH:18][CH:17]=[CH:16][C:15]=2[Cl:20])[C:5]=1[F:21]. The catalyst class is: 36. (5) Reactant: [N+:1]([C:4]1[CH:11]=[CH:10][C:7]([CH:8]=O)=[CH:6][CH:5]=1)([O-:3])=[O:2].[CH3:12][NH2:13].[BH4-].[Na+]. Product: [CH3:12][NH:13][CH2:8][C:7]1[CH:10]=[CH:11][C:4]([N+:1]([O-:3])=[O:2])=[CH:5][CH:6]=1. The catalyst class is: 5. (6) Reactant: [CH2:1]([NH:8][C:9]([N:11]1[CH2:16][CH2:15][C:14](=[O:17])[N:13]2[C@@H:18]([CH2:35][C:36]3[CH:41]=[CH:40][C:39]([OH:42])=[CH:38][CH:37]=3)[C:19](=[O:34])[N:20]([CH2:23][C:24]3[C:33]4[C:28](=[CH:29][CH:30]=[CH:31][CH:32]=4)[CH:27]=[CH:26][CH:25]=3)[C@@H:21]([CH3:22])[CH:12]12)=[O:10])[C:2]1[CH:7]=[CH:6][CH:5]=[CH:4][CH:3]=1.C1COCC1.[C:48](Cl)(=[O:60])[CH2:49][CH2:50][CH2:51][CH2:52][CH2:53][CH2:54][CH2:55][CH2:56][CH2:57][CH2:58][CH3:59].C(N(CC)CC)C. Product: [C:48]([O:42][C:39]1[CH:40]=[CH:41][C:36]([CH2:35][C@@H:18]2[N:13]3[C:14](=[O:17])[CH2:15][CH2:16][N:11]([C:9](=[O:10])[NH:8][CH2:1][C:2]4[CH:7]=[CH:6][CH:5]=[CH:4][CH:3]=4)[CH:12]3[C@H:21]([CH3:22])[N:20]([CH2:23][C:24]3[C:33]4[C:28](=[CH:29][CH:30]=[CH:31][CH:32]=4)[CH:27]=[CH:26][CH:25]=3)[C:19]2=[O:34])=[CH:37][CH:38]=1)(=[O:60])[CH2:49][CH2:50][CH2:51][CH2:52][CH2:53][CH2:54][CH2:55][CH2:56][CH2:57][CH2:58][CH3:59]. The catalyst class is: 13.